Dataset: HIV replication inhibition screening data with 41,000+ compounds from the AIDS Antiviral Screen. Task: Binary Classification. Given a drug SMILES string, predict its activity (active/inactive) in a high-throughput screening assay against a specified biological target. (1) The compound is Cn1c(N)c(N=O)c(=O)n(C)c1=O. The result is 0 (inactive). (2) The drug is CNc1c(Cl)cccc1S(=O)(=O)c1ccccc1[N+](=O)[O-]. The result is 1 (active). (3) The drug is OC1CC=C2CCN3Cc4cc5c(cc4C1C23)OCO5. The result is 0 (inactive).